This data is from hERG Central: cardiac toxicity at 1µM, 10µM, and general inhibition. The task is: Predict hERG channel inhibition at various concentrations. The molecule is CCCn1ncc(CN2CCCC(C(=O)c3cccc(OC)c3)C2)c1C. Results: hERG_inhib (hERG inhibition (general)): blocker.